This data is from Catalyst prediction with 721,799 reactions and 888 catalyst types from USPTO. The task is: Predict which catalyst facilitates the given reaction. (1) Reactant: [CH:1]1([C:4]2[N:8]([CH3:9])[C:7]3[CH:10]=[C:11]([N:14]4[CH:19]=[CH:18][C:17]([OH:20])=[CH:16][C:15]4=[O:21])[CH:12]=[CH:13][C:6]=3[N:5]=2)[CH2:3][CH2:2]1.[S:22]1[CH:26]=[CH:25][C:24]([CH2:27]O)=[CH:23]1.C(P(CCCC)CCCC)CCC.N(C(N1CCCCC1)=O)=NC(N1CCCCC1)=O. Product: [CH:1]1([C:4]2[N:8]([CH3:9])[C:7]3[CH:10]=[C:11]([N:14]4[CH:19]=[CH:18][C:17]([O:20][CH2:27][C:24]5[CH:25]=[CH:26][S:22][CH:23]=5)=[CH:16][C:15]4=[O:21])[CH:12]=[CH:13][C:6]=3[N:5]=2)[CH2:2][CH2:3]1. The catalyst class is: 1. (2) Reactant: [N:1]1[C:6]2[S:7][CH:8]=[CH:9][C:5]=2[C:4](O)=[N:3][CH:2]=1.S(Cl)([Cl:13])=O. Product: [Cl:13][C:4]1[C:5]2[CH:9]=[CH:8][S:7][C:6]=2[N:1]=[CH:2][N:3]=1. The catalyst class is: 3. (3) Reactant: C(N(CC)CC)C.[O:8]=[C:9]1[CH2:14][CH2:13][CH2:12][CH2:11][N:10]1[C:15]1[CH:20]=[CH:19][C:18]([NH:21][C:22]([C:24]2[CH2:28][CH2:27][CH2:26][C:25]=2[C:29]2[CH:34]=[CH:33][CH:32]=[C:31]([C:35]#[N:36])[CH:30]=2)=[O:23])=[CH:17][CH:16]=1.[Cl-].[OH:38][NH3+:39]. Product: [O:8]=[C:9]1[CH2:14][CH2:13][CH2:12][CH2:11][N:10]1[C:15]1[CH:16]=[CH:17][C:18]([NH:21][C:22]([C:24]2[CH2:28][CH2:27][CH2:26][C:25]=2[C:29]2[CH:34]=[CH:33][CH:32]=[C:31]([C:35](=[NH:36])[NH:39][OH:38])[CH:30]=2)=[O:23])=[CH:19][CH:20]=1. The catalyst class is: 5.